This data is from Forward reaction prediction with 1.9M reactions from USPTO patents (1976-2016). The task is: Predict the product of the given reaction. (1) Given the reactants [C:1]1([O:7][C:8]2[CH:9]=[N:10][C:11]3[C:16]([CH:17]=2)=[CH:15][CH:14]=[CH:13][C:12]=3[N:18]2[CH2:23][CH2:22][N:21](C(OC(C)(C)C)=O)[CH2:20][CH2:19]2)[CH:6]=[CH:5][CH:4]=[CH:3][CH:2]=1.[ClH:31], predict the reaction product. The product is: [ClH:31].[C:1]1([O:7][C:8]2[CH:9]=[N:10][C:11]3[C:16]([CH:17]=2)=[CH:15][CH:14]=[CH:13][C:12]=3[N:18]2[CH2:23][CH2:22][NH:21][CH2:20][CH2:19]2)[CH:2]=[CH:3][CH:4]=[CH:5][CH:6]=1. (2) The product is: [Cl:1][C:2]1[N:3]=[CH:4][CH:5]=[C:6]2[CH:10]=[C:9]([CH2:11][OH:12])[NH:8][C:7]=12. Given the reactants [Cl:1][C:2]1[N:3]=[CH:4][CH:5]=[C:6]2[CH:10]=[C:9]([C:11](OCC)=[O:12])[NH:8][C:7]=12.[H-].[Al+3].[Li+].[H-].[H-].[H-], predict the reaction product.